This data is from Forward reaction prediction with 1.9M reactions from USPTO patents (1976-2016). The task is: Predict the product of the given reaction. (1) Given the reactants [CH3:1][O:2][C:3](=[O:19])[C:4]1[CH:9]=[CH:8][C:7]([O:10][CH2:11][C:12]2[CH:17]=[CH:16][CH:15]=[CH:14][CH:13]=2)=[CH:6][C:5]=1[OH:18].[CH3:20][N:21]([CH3:25])[C:22](Cl)=[S:23].C1N2CCN(CC2)C1, predict the reaction product. The product is: [CH3:1][O:2][C:3](=[O:19])[C:4]1[CH:9]=[CH:8][C:7]([O:10][CH2:11][C:12]2[CH:13]=[CH:14][CH:15]=[CH:16][CH:17]=2)=[CH:6][C:5]=1[O:18][C:22](=[S:23])[N:21]([CH3:25])[CH3:20]. (2) Given the reactants [NH2:1][C:2]1[O:6][C:5]([C@@H:7]([NH:12][C:13](=[O:19])[O:14][C:15]([CH3:18])([CH3:17])[CH3:16])[C:8]([CH3:11])([CH3:10])[CH3:9])=[N:4][N:3]=1.[CH:20]1([C:23](Cl)=[O:24])[CH2:22][CH2:21]1, predict the reaction product. The product is: [CH:20]1([C:23]([NH:1][C:2]2[O:6][C:5]([C@@H:7]([NH:12][C:13](=[O:19])[O:14][C:15]([CH3:18])([CH3:17])[CH3:16])[C:8]([CH3:9])([CH3:10])[CH3:11])=[N:4][N:3]=2)=[O:24])[CH2:22][CH2:21]1. (3) Given the reactants C([O:3][C:4](=[O:20])[C@@H:5]([O:18][CH3:19])[CH2:6][C:7]1[CH:12]=[CH:11][C:10]([O:13][CH2:14][CH2:15][CH2:16]Br)=[CH:9][CH:8]=1)C.[OH:21][C:22]1[CH:27]=[CH:26][C:25]([C:28]([C:30]2[C:39]3[C:34](=[CH:35][CH:36]=[CH:37][CH:38]=3)[CH:33]=[CH:32][CH:31]=2)=[O:29])=[CH:24][CH:23]=1.[OH-].[Na+], predict the reaction product. The product is: [CH3:19][O:18][C@@H:5]([CH2:6][C:7]1[CH:8]=[CH:9][C:10]([O:13][CH2:14][CH2:15][CH2:16][O:21][C:22]2[CH:23]=[CH:24][C:25]([C:28]([C:30]3[C:39]4[C:34](=[CH:35][CH:36]=[CH:37][CH:38]=4)[CH:33]=[CH:32][CH:31]=3)=[O:29])=[CH:26][CH:27]=2)=[CH:11][CH:12]=1)[C:4]([OH:3])=[O:20]. (4) Given the reactants [Cl:1][C:2]1[CH:3]=[C:4]([CH:7]=[CH:8][CH:9]=1)[CH:5]=O.[Cl:10][C:11]1[CH:20]=[C:19]([Cl:21])[CH:18]=[CH:17][C:12]=1[C:13]([NH:15][NH2:16])=[O:14].Cl, predict the reaction product. The product is: [Cl:1][C:2]1[CH:3]=[C:4]([CH:5]=[N:16][NH:15][C:13](=[O:14])[C:12]2[CH:17]=[CH:18][C:19]([Cl:21])=[CH:20][C:11]=2[Cl:10])[CH:7]=[CH:8][CH:9]=1.